From a dataset of hERG Central: cardiac toxicity at 1µM, 10µM, and general inhibition. Predict hERG channel inhibition at various concentrations. (1) The molecule is C=CCn1c(SCC(=O)Nc2ccc(F)cc2)nnc1-c1cnccn1. Results: hERG_inhib (hERG inhibition (general)): blocker. (2) The compound is c1ccc(-n2cc(CN3CCCC3)c(-c3ccc4c(c3)OCO4)n2)cc1. Results: hERG_inhib (hERG inhibition (general)): blocker. (3) The molecule is Cc1cc2oc(C(=O)Nc3c(C)n(C)n(-c4ccccc4)c3=O)c(C)c2cc1Cl. Results: hERG_inhib (hERG inhibition (general)): blocker. (4) The molecule is CN(CCOc1ccc(Cl)cc1)C(=O)c1cc(S(=O)(=O)N2CCOCC2)ccc1N1CCCC1. Results: hERG_inhib (hERG inhibition (general)): blocker. (5) The drug is CCN1CCN(c2nc3c(C)cccn3c(=O)c2/C=C(\C#N)S(=O)(=O)c2ccc(C)cc2)CC1. Results: hERG_inhib (hERG inhibition (general)): blocker. (6) The molecule is COc1ccc(NC(=O)CSc2nc3ccccc3c(=O)n2CCCN2CCC(C)CC2)c(OC)c1. Results: hERG_inhib (hERG inhibition (general)): blocker. (7) The drug is CSc1ccc(CN2CCC(CO)(Cc3ccc(Cl)cc3)CC2)cc1. Results: hERG_inhib (hERG inhibition (general)): blocker.